This data is from Peptide-MHC class I binding affinity with 185,985 pairs from IEDB/IMGT. The task is: Regression. Given a peptide amino acid sequence and an MHC pseudo amino acid sequence, predict their binding affinity value. This is MHC class I binding data. (1) The MHC is Mamu-A01 with pseudo-sequence Mamu-A01. The peptide sequence is KSPTKGANF. The binding affinity (normalized) is 0.851. (2) The peptide sequence is RELYYRLKF. The MHC is HLA-B35:01 with pseudo-sequence HLA-B35:01. The binding affinity (normalized) is 0.0847. (3) The peptide sequence is SEMIIPKIY. The MHC is HLA-B44:02 with pseudo-sequence HLA-B44:02. The binding affinity (normalized) is 0.801. (4) The peptide sequence is DAELIEANLL. The MHC is Patr-B0101 with pseudo-sequence Patr-B0101. The binding affinity (normalized) is 0.121. (5) The peptide sequence is KYTQLCQYL. The MHC is HLA-A26:01 with pseudo-sequence HLA-A26:01. The binding affinity (normalized) is 0.